From a dataset of Forward reaction prediction with 1.9M reactions from USPTO patents (1976-2016). Predict the product of the given reaction. Given the reactants C(OC([N:8]1[CH2:13][CH2:12][N:11]([CH2:14][C:15]([N:17]2[C:25]3[C:20](=[CH:21][CH:22]=[C:23]([S:26](=[O:30])(=[O:29])[NH:27][CH3:28])[CH:24]=3)[CH2:19][CH2:18]2)=[O:16])[CH2:10][C@H:9]1[CH3:31])=O)(C)(C)C, predict the reaction product. The product is: [CH3:28][NH:27][S:26]([C:23]1[CH:24]=[C:25]2[C:20]([CH2:19][CH2:18][N:17]2[C:15](=[O:16])[CH2:14][N:11]2[CH2:12][CH2:13][NH:8][C@H:9]([CH3:31])[CH2:10]2)=[CH:21][CH:22]=1)(=[O:29])=[O:30].